Regression. Given two drug SMILES strings and cell line genomic features, predict the synergy score measuring deviation from expected non-interaction effect. From a dataset of NCI-60 drug combinations with 297,098 pairs across 59 cell lines. (1) Drug 1: CC1C(C(CC(O1)OC2CC(CC3=C2C(=C4C(=C3O)C(=O)C5=C(C4=O)C(=CC=C5)OC)O)(C(=O)CO)O)N)O.Cl. Drug 2: C(CN)CNCCSP(=O)(O)O. Cell line: A549. Synergy scores: CSS=4.98, Synergy_ZIP=-3.30, Synergy_Bliss=-2.70, Synergy_Loewe=-88.1, Synergy_HSA=-1.07. (2) Drug 1: C1CC(=O)NC(=O)C1N2CC3=C(C2=O)C=CC=C3N. Drug 2: C1CCC(CC1)NC(=O)N(CCCl)N=O. Cell line: OVCAR-4. Synergy scores: CSS=6.61, Synergy_ZIP=-1.95, Synergy_Bliss=1.46, Synergy_Loewe=0.768, Synergy_HSA=1.54.